This data is from Full USPTO retrosynthesis dataset with 1.9M reactions from patents (1976-2016). The task is: Predict the reactants needed to synthesize the given product. (1) The reactants are: Br[C:2]1[CH:3]=[CH:4][C:5]([NH2:8])=[N:6][CH:7]=1.[C:9]([C:12]1[CH:17]=[CH:16][C:15](B(O)O)=[CH:14][CH:13]=1)([OH:11])=[O:10]. Given the product [NH2:8][C:5]1[CH:4]=[CH:3][C:2]([C:15]2[CH:16]=[CH:17][C:12]([C:9]([OH:11])=[O:10])=[CH:13][CH:14]=2)=[CH:7][N:6]=1, predict the reactants needed to synthesize it. (2) Given the product [CH2:1]([O:8][NH:9][C:10](=[O:29])[CH2:11][C@H:12]([C:22]1[O:23][CH:24]=[C:25]([CH2:27][N:30]2[CH2:35][CH2:34][O:33][CH2:32][CH2:31]2)[N:26]=1)[CH2:13][CH2:14][CH2:15][CH:16]1[CH2:17][CH2:18][CH2:19][CH2:20][CH2:21]1)[C:2]1[CH:7]=[CH:6][CH:5]=[CH:4][CH:3]=1, predict the reactants needed to synthesize it. The reactants are: [CH2:1]([O:8][NH:9][C:10](=[O:29])[CH2:11][C@H:12]([C:22]1[O:23][CH:24]=[C:25]([CH:27]=O)[N:26]=1)[CH2:13][CH2:14][CH2:15][CH:16]1[CH2:21][CH2:20][CH2:19][CH2:18][CH2:17]1)[C:2]1[CH:7]=[CH:6][CH:5]=[CH:4][CH:3]=1.[NH:30]1[CH2:35][CH2:34][O:33][CH2:32][CH2:31]1. (3) Given the product [F:21][C:15]1[CH:16]=[C:17]([F:20])[CH:18]=[CH:19][C:14]=1[N:12]1[C:11]2[C@@H:10]3[CH2:22][C@@H:9]3[CH2:8][C:7]=2[C:6]([C:4]([NH2:23])=[O:3])=[N:13]1, predict the reactants needed to synthesize it. The reactants are: C([O:3][C:4]([C:6]1[C:7]2[CH2:8][C@H:9]3[CH2:22][C@H:10]3[C:11]=2[N:12]([C:14]2[CH:19]=[CH:18][C:17]([F:20])=[CH:16][C:15]=2[F:21])[N:13]=1)=O)C.[NH3:23].